From a dataset of Forward reaction prediction with 1.9M reactions from USPTO patents (1976-2016). Predict the product of the given reaction. (1) Given the reactants CS[C:3](SC)=[C:4]1[C:13](=[O:14])[C:12]([CH2:19][CH2:20][CH2:21][CH3:22])([CH2:15][CH2:16][CH2:17][CH3:18])[C:11]2[C:6](=[CH:7][C:8]([F:23])=[CH:9][CH:10]=2)[C:5]1=[O:24].[NH2:27][C:28]1[CH:33]=[CH:32][CH:31]=[CH:30][C:29]=1[S:34]([NH2:37])(=[O:36])=[O:35], predict the reaction product. The product is: [CH2:15]([C:12]1([CH2:19][CH2:20][CH2:21][CH3:22])[C:11]2[C:6](=[CH:7][C:8]([F:23])=[CH:9][CH:10]=2)[C:5]([OH:24])=[C:4]([C:3]2[NH:27][C:28]3[CH:33]=[CH:32][CH:31]=[CH:30][C:29]=3[S:34](=[O:35])(=[O:36])[N:37]=2)[C:13]1=[O:14])[CH2:16][CH2:17][CH3:18]. (2) The product is: [NH2:8][C:4]1[N:5]=[CH:6][N:7]=[C:2]([NH:15][C@H:16]([C:19]2[N:28]([C:29]3[CH:30]=[CH:31][CH:32]=[CH:33][CH:34]=3)[C:27](=[O:35])[C:26]3[C:21](=[CH:22][CH:23]=[CH:24][C:25]=3[Cl:36])[N:20]=2)[CH2:17][CH3:18])[C:3]=1[C:9]1[N:13]=[C:12]([CH3:14])[O:11][N:10]=1. Given the reactants Cl[C:2]1[N:7]=[CH:6][N:5]=[C:4]([NH2:8])[C:3]=1[C:9]1[N:13]=[C:12]([CH3:14])[O:11][N:10]=1.[NH2:15][C@H:16]([C:19]1[N:28]([C:29]2[CH:34]=[CH:33][CH:32]=[CH:31][CH:30]=2)[C:27](=[O:35])[C:26]2[C:21](=[CH:22][CH:23]=[CH:24][C:25]=2[Cl:36])[N:20]=1)[CH2:17][CH3:18].C(N(CC)C(C)C)(C)C, predict the reaction product. (3) Given the reactants [Cl:1][C:2]1[C:7]2[N:8]=[C:9]([CH3:11])[S:10][C:6]=2[CH:5]=[CH:4][C:3]=1[NH2:12].[Cl:13][C:14]1[CH:19]=[CH:18][C:17]([CH2:20][C:21](Cl)=[O:22])=[CH:16][CH:15]=1.C(N(CC)CC)C, predict the reaction product. The product is: [Cl:1][C:2]1[C:7]2[N:8]=[C:9]([CH3:11])[S:10][C:6]=2[CH:5]=[CH:4][C:3]=1[NH:12][C:21](=[O:22])[CH2:20][C:17]1[CH:18]=[CH:19][C:14]([Cl:13])=[CH:15][CH:16]=1. (4) The product is: [NH:8]1[C:12]([C:38]2[C:39]3[C:35](=[CH:34][C:33]([CH3:42])=[C:32]([O:31][CH3:30])[CH:40]=3)[CH2:36][CH:37]=2)=[CH:11][N:10]=[CH:9]1. Given the reactants C1(C(C2C=CC=CC=2)(C2C=CC=CC=2)[N:8]2[CH:12]=[C:11](I)[N:10]=[CH:9]2)C=CC=CC=1.C([Mg]Br)C.[CH3:30][O:31][C:32]1[CH:40]=[C:39]2[C:35]([CH2:36][CH2:37][C:38]2=O)=[CH:34][C:33]=1[CH3:42].[Cl-].[NH4+], predict the reaction product. (5) Given the reactants Cl[C:2]1[N:9]=[CH:8][CH:7]=[CH:6][C:3]=1[C:4]#[N:5].[F:10][C:11]1[CH:18]=[CH:17][C:14]([CH2:15][NH2:16])=[CH:13][CH:12]=1.C(N(CC)C(C)C)(C)C, predict the reaction product. The product is: [F:10][C:11]1[CH:18]=[CH:17][C:14]([CH2:15][NH:16][C:2]2[N:9]=[CH:8][CH:7]=[CH:6][C:3]=2[C:4]#[N:5])=[CH:13][CH:12]=1.